From a dataset of Reaction yield outcomes from USPTO patents with 853,638 reactions. Predict the reaction yield, written as a fraction of the theoretical maximum amount of product (1.0 means a 100% yield; for example, 0.34 means a 34% yield). The product is [N:1]1[CH:6]=[CH:5][CH:4]=[CH:3][C:2]=1[C:7]1[N:11]=[C:10]([C:12]2[CH:13]=[C:14]([C:23]3[CH:24]=[CH:25][N:20]=[CH:21][CH:22]=3)[CH:15]=[C:16]([F:18])[CH:17]=2)[O:9][N:8]=1. The catalyst is CCCCCC.C1C=CC([P]([Pd]([P](C2C=CC=CC=2)(C2C=CC=CC=2)C2C=CC=CC=2)([P](C2C=CC=CC=2)(C2C=CC=CC=2)C2C=CC=CC=2)[P](C2C=CC=CC=2)(C2C=CC=CC=2)C2C=CC=CC=2)(C2C=CC=CC=2)C2C=CC=CC=2)=CC=1.C(OCC)(=O)C. The reactants are [N:1]1[CH:6]=[CH:5][CH:4]=[CH:3][C:2]=1[C:7]1[N:11]=[C:10]([C:12]2[CH:17]=[C:16]([F:18])[CH:15]=[C:14](Br)[CH:13]=2)[O:9][N:8]=1.[N:20]1[CH:25]=[CH:24][C:23](B(O)O)=[CH:22][CH:21]=1.COCCOC.C(=O)([O-])[O-].[Na+].[Na+]. The yield is 0.0700.